Dataset: Reaction yield outcomes from USPTO patents with 853,638 reactions. Task: Predict the reaction yield, written as a fraction of the theoretical maximum amount of product (1.0 means a 100% yield; for example, 0.34 means a 34% yield). (1) The reactants are Br[C:2]1[N:3]([CH2:18]OCC[Si](C)(C)C)[CH:4]=[C:5]([C:7]([N:9]([CH2:14][CH2:15][CH2:16][CH3:17])[CH2:10][CH2:11][CH2:12][CH3:13])=[O:8])[N:6]=1.CN1C=C(C(O)=O)N=C1. No catalyst specified. The product is [CH2:10]([N:9]([CH2:14][CH2:15][CH2:16][CH3:17])[C:7]([C:5]1[N:6]=[CH:2][N:3]([CH3:18])[CH:4]=1)=[O:8])[CH2:11][CH2:12][CH3:13]. The yield is 0.720. (2) The reactants are N(OC(C)(C)C)=O.N[C:9]1[C:14]([O:15][C:16]2[CH:17]=[C:18]([CH:21]=[C:22]([Cl:24])[CH:23]=2)[C:19]#[N:20])=[C:13]([F:25])[C:12]([CH3:26])=[CH:11][CH:10]=1.[ClH:27].CCOC(C)=O. The catalyst is C(#N)C. The product is [Cl:24][C:22]1[CH:21]=[C:18]([CH:17]=[C:16]([O:15][C:14]2[C:9]([Cl:27])=[CH:10][CH:11]=[C:12]([CH3:26])[C:13]=2[F:25])[CH:23]=1)[C:19]#[N:20]. The yield is 0.670. (3) The reactants are [NH2:1][C:2]1[C:3]([NH:10][CH2:11][CH2:12][OH:13])=[C:4]([CH:7]=[CH:8][CH:9]=1)[C:5]#[N:6].[CH2:14](N(CC)CC)C. The catalyst is C(O)=O.CO. The product is [OH:13][CH2:12][CH2:11][N:10]1[C:3]2[C:4]([C:5]#[N:6])=[CH:7][CH:8]=[CH:9][C:2]=2[N:1]=[CH:14]1. The yield is 0.700. (4) The reactants are [CH2:1]([CH:3]([N:6]1[C:11](=[O:12])[CH2:10][C:9](=[O:13])[N:8]([CH:14]([CH2:17][CH3:18])[CH2:15][CH3:16])[C:7]1=[O:19])[CH2:4][CH3:5])[CH3:2].C(N(C(C)C)CC)(C)C.[N:29]([CH2:32][C:33]([O:35]CC)=[O:34])=[C:30]=[O:31]. The catalyst is ClCCl.CCCCCC. The product is [CH2:17]([CH:14]([N:8]1[C:9]([OH:13])=[C:10]([C:30]([NH:29][CH2:32][C:33]([OH:35])=[O:34])=[O:31])[C:11](=[O:12])[N:6]([CH:3]([CH2:4][CH3:5])[CH2:1][CH3:2])[C:7]1=[O:19])[CH2:15][CH3:16])[CH3:18]. The yield is 0.360.